Dataset: Catalyst prediction with 721,799 reactions and 888 catalyst types from USPTO. Task: Predict which catalyst facilitates the given reaction. (1) Reactant: [Br:1][C:2]1[CH:3]=[C:4]([NH:23][CH2:24][C:25]2[CH:30]=CC=[CH:27][N:26]=2)[CH:5]=[C:6]2[C:11]=1[N:10]=[CH:9][C:8]([C:12]#[N:13])=[C:7]2[NH:14][C:15]1[CH:20]=[CH:19][C:18]([F:21])=[C:17]([Cl:22])[CH:16]=1.[CH3:31][N:32]1C=C(C=O)N=C1.[BH3-]C#N.[Na+]. Product: [Br:1][C:2]1[CH:3]=[C:4]([NH:23][CH2:24][C:25]2[N:26]=[CH:27][N:32]([CH3:31])[CH:30]=2)[CH:5]=[C:6]2[C:11]=1[N:10]=[CH:9][C:8]([C:12]#[N:13])=[C:7]2[NH:14][C:15]1[CH:20]=[CH:19][C:18]([F:21])=[C:17]([Cl:22])[CH:16]=1. The catalyst class is: 36. (2) Reactant: Cl([O-])(=O)(=O)=O.[Li+].O=[C:8]1[CH2:32][C@@H:31]2[C@@H:10]([C:11]3[CH:16]=[CH:15][CH:14]=[CH:13][C:12]=3[C:17]3([CH2:30]2)[CH2:22][CH2:21][N:20]([C:23]([O:25][C:26]([CH3:29])([CH3:28])[CH3:27])=[O:24])[CH2:19][CH2:18]3)[NH:9]1.[CH3:33]I. Product: [CH3:33][N:9]1[C@H:10]2[C@H:31]([CH2:30][C:17]3([C:12]4[CH:13]=[CH:14][CH:15]=[CH:16][C:11]=42)[CH2:18][CH2:19][N:20]([C:23]([O:25][C:26]([CH3:28])([CH3:29])[CH3:27])=[O:24])[CH2:21][CH2:22]3)[CH2:32][CH2:8]1. The catalyst class is: 1. (3) Reactant: C1(C2C3C(=CC(C(O)=O)=CC=3)N(CC3C=CN=CC=3)C=2C2C=C3C(=CC=2)N=C(C2SC(C)=NC=2C)C=C3)CCCCC1.C[O:44][C:45]([C:47]1[CH:55]=[C:54]2[C:50]([C:51]([CH:73]3[CH2:78][CH2:77][CH2:76][CH2:75][CH2:74]3)=[C:52]([C:56]3[CH:57]=[C:58]4[C:63](=[CH:64][CH:65]=3)[N:62]=[C:61]([C:66]3[S:70][C:69]([CH3:71])=[N:68][C:67]=3[CH3:72])[CH:60]=[CH:59]4)[NH:53]2)=[CH:49][CH:48]=1)=[O:46].[H-].[Na+].Br[CH2:82][C:83]1[CH:88]=[CH:87][CH:86]=[C:85]([O:89][CH3:90])[CH:84]=1. Product: [CH:73]1([C:51]2[C:50]3[C:54](=[CH:55][C:47]([C:45]([OH:44])=[O:46])=[CH:48][CH:49]=3)[N:53]([CH2:82][C:83]3[CH:88]=[CH:87][CH:86]=[C:85]([O:89][CH3:90])[CH:84]=3)[C:52]=2[C:56]2[CH:57]=[C:58]3[C:63](=[CH:64][CH:65]=2)[N:62]=[C:61]([C:66]2[S:70][C:69]([CH3:71])=[N:68][C:67]=2[CH3:72])[CH:60]=[CH:59]3)[CH2:74][CH2:75][CH2:76][CH2:77][CH2:78]1. The catalyst class is: 3.